Dataset: Full USPTO retrosynthesis dataset with 1.9M reactions from patents (1976-2016). Task: Predict the reactants needed to synthesize the given product. Given the product [F:23][C:21]([F:24])([F:22])[C:20]([N:12]1[CH2:13][CH2:14][C@:15]2([CH3:19])[C:16]([CH3:17])([CH3:18])[C@H:11]1[CH2:10][C:9]1[CH:26]=[C:27]3[N:28]=[N:1][NH:5][C:6]3=[CH:7][C:8]=12)=[O:25], predict the reactants needed to synthesize it. The reactants are: [N:1]([O-])=O.[Na+].[NH2:5][C:6]1[C:27]([NH2:28])=[CH:26][C:9]2[CH2:10][C@@H:11]3[C:16]([CH3:18])([CH3:17])[C@:15]([CH3:19])([C:8]=2[CH:7]=1)[CH2:14][CH2:13][N:12]3[C:20](=[O:25])[C:21]([F:24])([F:23])[F:22].C(O)(=O)C.